From a dataset of Reaction yield outcomes from USPTO patents with 853,638 reactions. Predict the reaction yield, written as a fraction of the theoretical maximum amount of product (1.0 means a 100% yield; for example, 0.34 means a 34% yield). (1) The reactants are [CH3:1][NH:2][CH2:3][C:4]1[C:12]2[C:7](=[CH:8][CH:9]=[CH:10][CH:11]=2)[N:6]([CH3:13])[CH:5]=1.CNCC1C=CC2C(=CC=CC=2)C=1CCC.Cl.[O:31]=[C:32]1[NH:45][C:35]2=[N:36][CH:37]=[C:38](/[CH:40]=[CH:41]/[C:42](O)=[O:43])[CH:39]=[C:34]2[O:33]1.Cl.CN1CC2C=C(/C=C/C(O)=O)C=NC=2NC(=O)C1. No catalyst specified. The product is [CH3:1][N:2]([CH2:3][C:4]1[C:12]2[C:7](=[CH:8][CH:9]=[CH:10][CH:11]=2)[N:6]([CH3:13])[CH:5]=1)[C:42](=[O:43])/[CH:41]=[CH:40]/[C:38]1[CH:39]=[C:34]2[O:33][C:32](=[O:31])[NH:45][C:35]2=[N:36][CH:37]=1. The yield is 0.230. (2) The reactants are [CH:1]([O:4][C:5]1([C:8]2[CH:13]=[CH:12][C:11]([C:14]#[C:15][C:16]3[CH:21]=[CH:20][C:19]([CH2:22][C:23]([O:25]C)=[O:24])=[CH:18][CH:17]=3)=[CH:10][CH:9]=2)[CH2:7][CH2:6]1)([CH3:3])[CH3:2].[OH-].[Na+]. The catalyst is C(O)C.O1CCCC1. The product is [CH:1]([O:4][C:5]1([C:8]2[CH:13]=[CH:12][C:11]([C:14]#[C:15][C:16]3[CH:21]=[CH:20][C:19]([CH2:22][C:23]([OH:25])=[O:24])=[CH:18][CH:17]=3)=[CH:10][CH:9]=2)[CH2:7][CH2:6]1)([CH3:3])[CH3:2]. The yield is 0.560. (3) The reactants are [C:1]([C:5]1[CH:10]=[CH:9][C:8]([CH2:11]Cl)=[CH:7][CH:6]=1)([CH3:4])([CH3:3])[CH3:2].[P:13](OCCCC)([O:20][CH2:21][CH2:22][CH2:23][CH3:24])([O:15][CH2:16][CH2:17][CH2:18][CH3:19])=[O:14]. No catalyst specified. The product is [CH2:21]([O:20][P:13]([CH2:11][C:8]1[CH:9]=[CH:10][C:5]([C:1]([CH3:4])([CH3:3])[CH3:2])=[CH:6][CH:7]=1)(=[O:14])[O:15][CH2:16][CH2:17][CH2:18][CH3:19])[CH2:22][CH2:23][CH3:24]. The yield is 0.800. (4) The product is [F:32][C:26]1[CH:27]=[CH:28][CH:29]=[C:30]([F:31])[C:25]=1[NH:24][C:22](=[O:23])[C:21]1[CH:33]=[C:17]([C:9]2[N:10]=[C:11]3[CH:16]=[CH:15][CH:14]=[CH:13][N:12]3[C:8]=2[C:6]2[CH:5]=[CH:4][N:3]=[C:2]([NH:45][C:43]3[CH:44]=[C:39]([CH3:38])[C:40]([N:49]4[CH2:54][CH2:53][N:52]([CH2:55][CH2:56][S:57]([CH3:60])(=[O:59])=[O:58])[CH2:51][CH2:50]4)=[CH:41][C:42]=3[O:46][CH2:47][CH3:48])[N:7]=2)[CH:18]=[CH:19][C:20]=1[O:34][CH:35]([CH3:37])[CH3:36]. The yield is 0.350. The catalyst is C(O)C(F)(F)F. The reactants are Cl[C:2]1[N:7]=[C:6]([C:8]2[N:12]3[CH:13]=[CH:14][CH:15]=[CH:16][C:11]3=[N:10][C:9]=2[C:17]2[CH:18]=[CH:19][C:20]([O:34][CH:35]([CH3:37])[CH3:36])=[C:21]([CH:33]=2)[C:22]([NH:24][C:25]2[C:30]([F:31])=[CH:29][CH:28]=[CH:27][C:26]=2[F:32])=[O:23])[CH:5]=[CH:4][N:3]=1.[CH3:38][C:39]1[C:40]([N:49]2[CH2:54][CH2:53][N:52]([CH2:55][CH2:56][S:57]([CH3:60])(=[O:59])=[O:58])[CH2:51][CH2:50]2)=[CH:41][C:42]([O:46][CH2:47][CH3:48])=[C:43]([NH2:45])[CH:44]=1.C1(C)C=CC(S(O)(=O)=O)=CC=1.